Dataset: Reaction yield outcomes from USPTO patents with 853,638 reactions. Task: Predict the reaction yield, written as a fraction of the theoretical maximum amount of product (1.0 means a 100% yield; for example, 0.34 means a 34% yield). (1) The reactants are Br[C:2]1[N:3]=[C:4]2[C:10]([C:11](=[O:16])[C:12]([CH3:15])([CH3:14])[CH3:13])=[CH:9][N:8]([CH2:17][O:18][CH2:19][CH2:20][Si:21]([CH3:24])([CH3:23])[CH3:22])[C:5]2=[N:6][CH:7]=1.[O:25]1CCOCC1.C(P(C(C)(C)C)C1C=CC=CC=1C1C(C(C)C)=CC(C(C)C)=CC=1C(C)C)(C)(C)C.[OH-].[K+]. The catalyst is C1C=CC(/C=C/C(/C=C/C2C=CC=CC=2)=O)=CC=1.C1C=CC(/C=C/C(/C=C/C2C=CC=CC=2)=O)=CC=1.C1C=CC(/C=C/C(/C=C/C2C=CC=CC=2)=O)=CC=1.[Pd].[Pd].O. The product is [CH3:13][C:12]([CH3:15])([CH3:14])[C:11]([C:10]1[C:4]2[NH:3][C:2](=[O:25])[CH:7]=[N:6][C:5]=2[N:8]([CH2:17][O:18][CH2:19][CH2:20][Si:21]([CH3:24])([CH3:23])[CH3:22])[CH:9]=1)=[O:16]. The yield is 0.510. (2) The reactants are [F:1][C:2]([F:21])([F:20])[C:3]1[C:4]([C:9]2(O)[CH2:18][CH2:17][C:12]3([O:16][CH2:15][CH2:14][O:13]3)[CH2:11][CH2:10]2)=[N:5][CH:6]=[CH:7][CH:8]=1.CCN(S(F)(F)F)CC. The catalyst is C(Cl)Cl. The product is [O:13]1[C:12]2([CH2:17][CH2:18][C:9]([C:4]3[C:3]([C:2]([F:20])([F:1])[F:21])=[CH:8][CH:7]=[CH:6][N:5]=3)=[CH:10][CH2:11]2)[O:16][CH2:15][CH2:14]1. The yield is 0.800. (3) The reactants are [CH3:1][C:2]1[CH:3]=[C:4]([CH:8]=[C:9]([N+:14]([O-:16])=[O:15])[C:10]=1[N+:11]([O-:13])=[O:12])[C:5](O)=[O:6].B.O1CCCC1. The catalyst is O1CCCC1. The product is [CH3:1][C:2]1[CH:3]=[C:4]([CH2:5][OH:6])[CH:8]=[C:9]([N+:14]([O-:16])=[O:15])[C:10]=1[N+:11]([O-:13])=[O:12]. The yield is 0.860.